Dataset: Forward reaction prediction with 1.9M reactions from USPTO patents (1976-2016). Task: Predict the product of the given reaction. (1) Given the reactants [CH:1]1([N:7]2[C:16]3[C:11](=[CH:12][N:13]=[C:14]4[N:19](S(C5C=CC(C)=CC=5)(=O)=O)[CH:18]=[CH:17][C:15]4=3)[CH2:10][CH2:9][CH2:8]2)[CH2:6][CH2:5][CH2:4][CH2:3][CH2:2]1.[OH-].[Na+].CCOC(C)=O.O, predict the reaction product. The product is: [CH:1]1([N:7]2[C:16]3[C:11](=[CH:12][N:13]=[C:14]4[NH:19][CH:18]=[CH:17][C:15]4=3)[CH2:10][CH2:9][CH2:8]2)[CH2:2][CH2:3][CH2:4][CH2:5][CH2:6]1. (2) Given the reactants Cl[C:2]1[C:7]([CH2:8][CH3:9])=[C:6]([Cl:10])[N:5]=[CH:4][C:3]=1[C:11]([N:13]1[CH2:18][CH2:17][CH:16]([C:19]2[CH:24]=[CH:23][C:22]([F:25])=[CH:21][CH:20]=2)[CH2:15][CH2:14]1)=[O:12].[NH2:26][C:27]1[C:28]([CH3:33])=[CH:29][CH:30]=[CH:31][CH:32]=1, predict the reaction product. The product is: [Cl:10][C:6]1[N:5]=[CH:4][C:3]([C:11]([N:13]2[CH2:18][CH2:17][CH:16]([C:19]3[CH:24]=[CH:23][C:22]([F:25])=[CH:21][CH:20]=3)[CH2:15][CH2:14]2)=[O:12])=[C:2]([NH:26][C:27]2[CH:32]=[CH:31][CH:30]=[CH:29][C:28]=2[CH3:33])[C:7]=1[CH2:8][CH3:9].